From a dataset of Full USPTO retrosynthesis dataset with 1.9M reactions from patents (1976-2016). Predict the reactants needed to synthesize the given product. (1) Given the product [CH2:1]([C:8]1[N:9]=[CH:10][N:11]([CH2:23][C@@H:19]([OH:20])[C:15]([CH3:18])([CH3:17])[CH3:16])[CH:12]=1)[C:2]1[CH:3]=[CH:4][CH:5]=[CH:6][CH:7]=1, predict the reactants needed to synthesize it. The reactants are: [CH2:1]([C:8]1[N:9]=[CH:10][NH:11][CH:12]=1)[C:2]1[CH:7]=[CH:6][CH:5]=[CH:4][CH:3]=1.[H-].[Na+].[C:15]([C@H:19]1[CH2:23]OS(=O)(=O)[O:20]1)([CH3:18])([CH3:17])[CH3:16].C(=O)(O)[O-].[Na+]. (2) Given the product [Cl:1][C:2]1[CH:3]=[C:4]([C:9](=[O:11])[CH2:10][C:14](=[O:15])[CH:13]([F:19])[F:12])[CH:5]=[CH:6][C:7]=1[CH3:8], predict the reactants needed to synthesize it. The reactants are: [Cl:1][C:2]1[CH:3]=[C:4]([C:9](=[O:11])[CH3:10])[CH:5]=[CH:6][C:7]=1[CH3:8].[F:12][CH:13]([F:19])[C:14](OCC)=[O:15].C[O-].[Na+].C(OCC)(=O)C. (3) Given the product [CH2:1]([O:5][CH2:6][CH2:7][O:8][C:9]1[CH:14]=[CH:13][C:12]([C:15]2[CH:16]=[CH:17][C:18]3[N:24]([CH2:25][CH:26]([CH3:27])[CH3:28])[CH2:23][CH2:22][C:21]([C:29]([NH:31][C:32]4[CH:33]=[CH:34][C:35]([S:38]([CH2:39][N:40]5[CH:44]=[CH:43][CH:42]=[N:41]5)=[O:54])=[CH:36][CH:37]=4)=[O:30])=[CH:20][C:19]=3[CH:45]=2)=[CH:11][CH:10]=1)[CH2:2][CH2:3][CH3:4], predict the reactants needed to synthesize it. The reactants are: [CH2:1]([O:5][CH2:6][CH2:7][O:8][C:9]1[CH:14]=[CH:13][C:12]([C:15]2[CH:16]=[CH:17][C:18]3[N:24]([CH2:25][CH:26]([CH3:28])[CH3:27])[CH2:23][CH2:22][C:21]([C:29]([NH:31][C:32]4[CH:37]=[CH:36][C:35]([S:38][CH2:39][N:40]5[CH:44]=[CH:43][CH:42]=[N:41]5)=[CH:34][CH:33]=4)=[O:30])=[CH:20][C:19]=3[CH:45]=2)=[CH:11][CH:10]=1)[CH2:2][CH2:3][CH3:4].ClC1C=CC=C(C(OO)=[O:54])C=1.S([O-])([O-])(=O)=S.[Na+].[Na+]. (4) Given the product [CH3:1][C@@H:2]1[CH2:3][CH2:4][C@H:5]([O:8][C:9]2[C:10]([C:21]([F:22])([F:23])[F:24])=[C:11]3[C:16](=[CH:17][CH:18]=2)[C:15]([CH:19]=[O:20])=[CH:14][CH:13]=[CH:12]3)[CH2:6][CH2:7]1, predict the reactants needed to synthesize it. The reactants are: [CH3:1][C@@H:2]1[CH2:7][CH2:6][C@H:5]([O:8][C:9]2[C:10]([C:21]([F:24])([F:23])[F:22])=[C:11]3[C:16](=[CH:17][CH:18]=2)[C:15]([CH2:19][OH:20])=[CH:14][CH:13]=[CH:12]3)[CH2:4][CH2:3]1. (5) The reactants are: [NH2:1][C:2]1[C:32]([C:33]([F:36])([F:35])[F:34])=[CH:31][C:5]([CH2:6][CH:7]([CH2:11][C:12](=[O:30])[N:13]2[CH2:18][CH2:17][CH:16]([N:19]3[CH2:28][C:27]4[C:22](=[CH:23][CH:24]=[CH:25][CH:26]=4)[NH:21][C:20]3=[O:29])[CH2:15][CH2:14]2)[C:8](O)=[O:9])=[CH:4][C:3]=1[Cl:37].C([O:40][C:41](=[O:55])[CH2:42][N:43]1[CH2:48][CH2:47][N:46]([CH:49]2[CH2:54][CH2:53][NH:52][CH2:51][CH2:50]2)[CH2:45][CH2:44]1)C. Given the product [NH2:1][C:2]1[C:32]([C:33]([F:35])([F:34])[F:36])=[CH:31][C:5]([CH2:6][CH:7]([CH2:11][C:12](=[O:30])[N:13]2[CH2:18][CH2:17][CH:16]([N:19]3[CH2:28][C:27]4[C:22](=[CH:23][CH:24]=[CH:25][CH:26]=4)[NH:21][C:20]3=[O:29])[CH2:15][CH2:14]2)[C:8]([N:52]2[CH2:51][CH2:50][CH:49]([N:46]3[CH2:45][CH2:44][N:43]([CH2:42][C:41]([OH:40])=[O:55])[CH2:48][CH2:47]3)[CH2:54][CH2:53]2)=[O:9])=[CH:4][C:3]=1[Cl:37], predict the reactants needed to synthesize it.